Predict the product of the given reaction. From a dataset of Forward reaction prediction with 1.9M reactions from USPTO patents (1976-2016). (1) Given the reactants P(Cl)(Cl)(Cl)=O.C([O:8][C:9](=[O:19])[CH2:10][C:11]1[C:12](=[O:18])[NH:13][N:14]=[C:15]([OH:17])[CH:16]=1)C, predict the reaction product. The product is: [OH:17][C:15]1[CH:16]=[C:11]([CH2:10][C:9]([OH:19])=[O:8])[C:12](=[O:18])[NH:13][N:14]=1. (2) Given the reactants [Cl:1][C:2]1[CH:10]=[CH:9][C:5]([C:6]([OH:8])=O)=[C:4]([NH:11][C:12]2[CH:17]=[CH:16][CH:15]=[C:14]([N:18]3[C:22]([CH3:23])=[CH:21][CH:20]=[C:19]3[CH3:24])[N:13]=2)[CH:3]=1.[CH3:25][O:26][NH:27][CH3:28], predict the reaction product. The product is: [Cl:1][C:2]1[CH:10]=[CH:9][C:5]([C:6]([N:27]([O:26][CH3:25])[CH3:28])=[O:8])=[C:4]([NH:11][C:12]2[CH:17]=[CH:16][CH:15]=[C:14]([N:18]3[C:19]([CH3:24])=[CH:20][CH:21]=[C:22]3[CH3:23])[N:13]=2)[CH:3]=1.